This data is from Peptide-MHC class II binding affinity with 134,281 pairs from IEDB. The task is: Regression. Given a peptide amino acid sequence and an MHC pseudo amino acid sequence, predict their binding affinity value. This is MHC class II binding data. (1) The peptide sequence is IFAIFRQDSSSTGWN. The MHC is DRB1_0301 with pseudo-sequence DRB1_0301. The binding affinity (normalized) is 0.446. (2) The peptide sequence is FVQALTTAAASYASV. The MHC is HLA-DQA10201-DQB10202 with pseudo-sequence HLA-DQA10201-DQB10202. The binding affinity (normalized) is 0.415. (3) The peptide sequence is RSPISNMVSMANNHM. The MHC is HLA-DPA10201-DPB10501 with pseudo-sequence HLA-DPA10201-DPB10501. The binding affinity (normalized) is 0.142. (4) The peptide sequence is LSPLSNMVSMANNHM. The MHC is HLA-DQA10102-DQB10502 with pseudo-sequence HLA-DQA10102-DQB10502. The binding affinity (normalized) is 0.212. (5) The peptide sequence is INEPTAAAIAYFLDR. The MHC is HLA-DQA10501-DQB10301 with pseudo-sequence HLA-DQA10501-DQB10301. The binding affinity (normalized) is 0.693. (6) The MHC is DRB1_0101 with pseudo-sequence DRB1_0101. The binding affinity (normalized) is 0.432. The peptide sequence is PVSYTSSDDQITTFK. (7) The peptide sequence is KKLAQAVMEMTYKNK. The MHC is DRB3_0101 with pseudo-sequence DRB3_0101. The binding affinity (normalized) is 0.225.